Dataset: Reaction yield outcomes from USPTO patents with 853,638 reactions. Task: Predict the reaction yield, written as a fraction of the theoretical maximum amount of product (1.0 means a 100% yield; for example, 0.34 means a 34% yield). (1) The catalyst is CO.[Pd].[O-]S([O-])(=O)=O.[Ba+2]. The product is [OH:8][N:9]1[C@H:13]([CH:14]([CH3:16])[CH3:15])[CH2:12][C@@H:11]([N:17]([CH2:37][CH2:38][CH3:39])[S:18]([C:21]2[CH:22]=[CH:23][C:24]([C:27]3[CH:32]=[CH:31][C:30]([C:33]([F:36])([F:34])[F:35])=[CH:29][CH:28]=3)=[CH:25][CH:26]=2)(=[O:20])=[O:19])[C:10]1=[O:40]. The yield is 0.980. The reactants are C([O:8][N:9]1[C@H:13]([CH:14]([CH3:16])[CH3:15])[CH2:12][C@@H:11]([N:17]([CH2:37][CH2:38][CH3:39])[S:18]([C:21]2[CH:26]=[CH:25][C:24]([C:27]3[CH:32]=[CH:31][C:30]([C:33]([F:36])([F:35])[F:34])=[CH:29][CH:28]=3)=[CH:23][CH:22]=2)(=[O:20])=[O:19])[C:10]1=[O:40])C1C=CC=CC=1. (2) The reactants are Cl.[F:2][C:3]([F:25])([F:24])[C:4]1[CH:9]=[CH:8][C:7]([C:10]2[C:11]3[CH2:18][CH2:17][CH:16]([O:19][CH2:20][C:21](O)=[O:22])[C:12]=3[CH:13]=[N:14][CH:15]=2)=[CH:6][CH:5]=1.[CH:26]([N:29](CC)C(C)C)(C)C.CN.CCO.CCCP1(OP(CCC)(=O)OP(CCC)(=O)O1)=O. The catalyst is C1COCC1. The product is [CH3:26][NH:29][C:21](=[O:22])[CH2:20][O:19][CH:16]1[C:12]2[CH:13]=[N:14][CH:15]=[C:10]([C:7]3[CH:6]=[CH:5][C:4]([C:3]([F:25])([F:24])[F:2])=[CH:9][CH:8]=3)[C:11]=2[CH2:18][CH2:17]1. The yield is 0.630. (3) The reactants are N[C:2]1[C:3]([F:18])=[C:4]([C:9]2[C:10]([C:16]#[N:17])=[CH:11][CH:12]=[CH:13][C:14]=2[F:15])[C:5]([F:8])=[CH:6][CH:7]=1.N([O-])=O.[Na+].[BrH:23]. The catalyst is O1CCOCC1.O.[Cu]Br. The product is [Br:23][C:2]1[C:3]([F:18])=[C:4]([C:9]2[C:10]([C:16]#[N:17])=[CH:11][CH:12]=[CH:13][C:14]=2[F:15])[C:5]([F:8])=[CH:6][CH:7]=1. The yield is 0.590. (4) The catalyst is CN(C)C=O.O. The reactants are [Cl:1][C:2]1[CH:7]=[CH:6][C:5]([N:8]2[CH2:12][CH2:11][CH:10]([CH:13](OS(C)(=O)=O)[CH3:14])[CH2:9]2)=[C:4]([N+:20]([O-:22])=[O:21])[CH:3]=1.ClC1C=CC(N2CCC(C(OS(C3C=CC(C)=CC=3)(=O)=O)C)C2)=C([N+]([O-])=O)C=1.[N-:51]=[N+:52]=[N-:53].[Na+]. The yield is 0.760. The product is [N:51]([CH:13]([CH:10]1[CH2:11][CH2:12][N:8]([C:5]2[CH:6]=[CH:7][C:2]([Cl:1])=[CH:3][C:4]=2[N+:20]([O-:22])=[O:21])[CH2:9]1)[CH3:14])=[N+:52]=[N-:53]. (5) The reactants are Br[C:2]1[CH:3]=[N:4][CH:5]=[CH:6][CH:7]=1.[CH3:8][CH:9]([OH:13])[CH2:10][CH:11]=[CH2:12].C(N(CC)CC)C.C(#N)C. The catalyst is O.C([O-])(=O)C.[Pd+2].C([O-])(=O)C.C1(C)C=CC=CC=1P(C1C=CC=CC=1C)C1C=CC=CC=1C. The product is [N:4]1[CH:5]=[CH:6][CH:7]=[C:2](/[CH:12]=[CH:11]/[CH2:10][CH:9]([OH:13])[CH3:8])[CH:3]=1. The yield is 0.810. (6) The reactants are C([Mg]Cl)(C)C.I[C:7]1[CH:33]=[CH:32][C:10](/[CH:11]=[CH:12]\[C:13]2[CH:31]=[CH:30][C:16]3[N:17]([C:20]4[CH:25]=[CH:24][C:23]([O:26][CH:27]([CH3:29])[CH3:28])=[CH:22][CH:21]=4)[CH:18]=[N:19][C:15]=3[CH:14]=2)=[CH:9][CH:8]=1.[F:34][C:35]([F:40])([F:39])[C:36]([CH3:38])=[O:37]. The catalyst is C1COCC1. The product is [F:34][C:35]([F:40])([F:39])[C:36]([C:7]1[CH:8]=[CH:9][C:10](/[CH:11]=[CH:12]\[C:13]2[CH:31]=[CH:30][C:16]3[N:17]([C:20]4[CH:21]=[CH:22][C:23]([O:26][CH:27]([CH3:28])[CH3:29])=[CH:24][CH:25]=4)[CH:18]=[N:19][C:15]=3[CH:14]=2)=[CH:32][CH:33]=1)([OH:37])[CH3:38]. The yield is 0.240. (7) The reactants are [CH3:1][O:2][C:3](=[O:28])[C@H:4]([C:6]1[C:11]([CH3:12])=[CH:10][CH:9]=[C:8]([CH:13]2[CH2:15][CH2:14]2)[C:7]=1[C:16]1[C:17]([CH3:27])=[C:18]2[C:23](=[C:24]([F:26])[CH:25]=1)[O:22][CH2:21][CH2:20][CH2:19]2)[OH:5].[C:29](O)([C:31](F)(F)F)=O.C(N(CC)CC)C.FC(F)(F)S(O[Si](C)(C)C)(=O)=O. The catalyst is C(OCC)=C.ClCCl. The product is [CH3:1][O:2][C:3](=[O:28])[C@H:4]([C:6]1[C:11]([CH3:12])=[CH:10][CH:9]=[C:8]([CH:13]2[CH2:14][CH2:15]2)[C:7]=1[C:16]1[C:17]([CH3:27])=[C:18]2[C:23](=[C:24]([F:26])[CH:25]=1)[O:22][CH2:21][CH2:20][CH2:19]2)[O:5][CH:29]=[CH2:31]. The yield is 0.800. (8) The catalyst is CO.C(Cl)Cl.O. The product is [F:30][C:27]1[CH:26]=[CH:25][C:24]([C:15]2[N:16]=[C:17]3[C:22]([CH3:23])=[N:21][CH:20]=[CH:19][N:18]3[C:14]=2[C:12]2[CH:11]=[CH:10][N:9]=[C:8]([NH:7][CH2:6][C:5]([CH3:32])([CH3:31])[C:4]([OH:33])=[O:3])[N:13]=2)=[CH:29][CH:28]=1. The yield is 0.450. The reactants are C([O:3][C:4](=[O:33])[C:5]([CH3:32])([CH3:31])[CH2:6][NH:7][C:8]1[N:13]=[C:12]([C:14]2[N:18]3[CH:19]=[CH:20][N:21]=[C:22]([CH3:23])[C:17]3=[N:16][C:15]=2[C:24]2[CH:29]=[CH:28][C:27]([F:30])=[CH:26][CH:25]=2)[CH:11]=[CH:10][N:9]=1)C.[OH-].[Na+].Cl. (9) The reactants are [CH2:1]([O:3][C:4]([C:6]1[CH:11]=[C:10]([O:12][CH2:13][CH2:14]Br)[CH:9]=[C:8]([C:16]2[CH:21]=[CH:20][CH:19]=[CH:18][CH:17]=2)[N:7]=1)=[O:5])[CH3:2].[NH:22]1[CH2:27][CH2:26][O:25][CH2:24][CH2:23]1. The yield is 1.00. The product is [CH2:1]([O:3][C:4]([C:6]1[CH:11]=[C:10]([O:12][CH2:13][CH2:14][N:22]2[CH2:27][CH2:26][O:25][CH2:24][CH2:23]2)[CH:9]=[C:8]([C:16]2[CH:21]=[CH:20][CH:19]=[CH:18][CH:17]=2)[N:7]=1)=[O:5])[CH3:2]. The catalyst is C(#N)C.